This data is from hERG Central: cardiac toxicity at 1µM, 10µM, and general inhibition. The task is: Predict hERG channel inhibition at various concentrations. (1) The molecule is CC1CCC(C(C)C)C(OC(=O)Cn2c(-c3ccc(F)cc3)[n+](C)c3ccccc32)C1.[Cl-]. Results: hERG_inhib (hERG inhibition (general)): blocker. (2) The molecule is O=C(CSc1ncn[nH]1)Nc1cccc(S(=O)(=O)N2CCCCCC2)c1. Results: hERG_inhib (hERG inhibition (general)): blocker. (3) The molecule is O=C(CCn1nc(-c2ccc(Cl)cc2)ccc1=O)N1CCN(c2ccc(F)cc2)CC1. Results: hERG_inhib (hERG inhibition (general)): blocker. (4) The drug is O=C1NC2(CCc3ccccc3C2)C(=O)N1CCOc1cccc(Cl)c1. Results: hERG_inhib (hERG inhibition (general)): blocker. (5) The molecule is CCCCC1=CC2=CC(=O)C(C)(OC(=O)CC)C(=O)C2=CN1CCc1ccc(Br)cc1. Results: hERG_inhib (hERG inhibition (general)): blocker. (6) The molecule is COc1ccc(C(C)(C)C)cc1NC(=O)c1cc(S(=O)(=O)N(C)C)ccc1N1CCCC1. Results: hERG_inhib (hERG inhibition (general)): blocker. (7) The drug is Cc1nc2sccn2c(=O)c1S(=O)(=O)N1CCN(c2ccc(F)cc2)CC1. Results: hERG_inhib (hERG inhibition (general)): blocker.